Dataset: Experimental lipophilicity measurements (octanol/water distribution) for 4,200 compounds from AstraZeneca. Task: Regression/Classification. Given a drug SMILES string, predict its absorption, distribution, metabolism, or excretion properties. Task type varies by dataset: regression for continuous measurements (e.g., permeability, clearance, half-life) or binary classification for categorical outcomes (e.g., BBB penetration, CYP inhibition). For this dataset (lipophilicity_astrazeneca), we predict Y. (1) The molecule is Cc1cn([C@H]2CCCN([C@@H](C)c3ccc(C(=O)O)c(Oc4cccc(Cl)c4)c3)C2)c(=O)[nH]c1=O. The Y is -0.260 logD. (2) The molecule is c1cc2c(cc1-c1cnc3n1CCC3)OCCO2. The Y is 2.33 logD. (3) The molecule is Cc1c(N)cccc1Cn1ccc(OCCc2cccs2)cc1=O. The Y is 2.78 logD. (4) The molecule is Cc1cc(C(=O)Cn2cc(C(F)(F)F)ccc2=O)c(C)n1Cc1ccccc1. The Y is 3.46 logD.